From a dataset of Catalyst prediction with 721,799 reactions and 888 catalyst types from USPTO. Predict which catalyst facilitates the given reaction. Reactant: [CH3:1][NH:2][CH2:3][C@@H:4]([C@H:6]([C@@H:8]([C@@H:10]([CH2:12][OH:13])[OH:11])[OH:9])[OH:7])[OH:5].[CH:14](=O)[CH2:15][CH2:16][CH2:17][CH2:18][CH3:19]. Product: [CH3:1][N:2]([CH2:14][CH2:15][CH2:16][CH2:17][CH2:18][CH3:19])[CH2:3][C@@H:4]([C@H:6]([C@@H:8]([C@@H:10]([CH2:12][OH:13])[OH:11])[OH:9])[OH:7])[OH:5]. The catalyst class is: 43.